From a dataset of Forward reaction prediction with 1.9M reactions from USPTO patents (1976-2016). Predict the product of the given reaction. Given the reactants C([O:3][C:4](=[O:21])[C:5]1[C:10]([NH:11][C:12]2[CH:17]=[CH:16]C(I)=[CH:14][C:13]=2[CH3:19])=[CH:9][C:8](Cl)=[N:7][CH:6]=1)C.[I:22][CH3:23].[Li+].[OH-:25].Cl[CH2:27]CCl, predict the reaction product. The product is: [I:22][C:23]1[CH:16]=[CH:17][C:12]([NH:11][C:10]2[C:5]([C:4]([OH:3])=[O:21])=[CH:6][N:7]([CH3:27])[C:8](=[O:25])[CH:9]=2)=[C:13]([CH3:19])[CH:14]=1.